This data is from Full USPTO retrosynthesis dataset with 1.9M reactions from patents (1976-2016). The task is: Predict the reactants needed to synthesize the given product. (1) Given the product [F:1][C:2]1[CH:16]=[CH:15][CH:14]=[CH:13][C:3]=1[O:4][C:5]1[CH:6]=[CH:7][C:8]([CH2:11][CH2:20][N+:17]([O-:19])=[O:18])=[CH:9][N:10]=1, predict the reactants needed to synthesize it. The reactants are: [F:1][C:2]1[CH:16]=[CH:15][CH:14]=[CH:13][C:3]=1[O:4][C:5]1[N:10]=[CH:9][C:8]([CH:11]=O)=[CH:7][CH:6]=1.[N+:17]([CH3:20])([O-:19])=[O:18].C([O-])(=O)C.[NH4+].[BH4-].[Na+]. (2) Given the product [C:27]1([CH3:30])[CH:26]=[CH:25][C:24]([S:21]([O-:23])(=[O:20])=[O:22])=[CH:29][CH:28]=1.[O:16]=[C:7]1[C:8]2[C:13](=[CH:12][CH:11]=[CH:10][CH:9]=2)[C:14](=[O:15])[N:6]1[CH2:5][CH2:4][N+:3]([CH2:1][CH3:2])([CH2:17][CH3:18])[CH3:19], predict the reactants needed to synthesize it. The reactants are: [CH2:1]([N:3]([CH2:17][CH3:18])[CH2:4][CH2:5][N:6]1[CH:14]([OH:15])[C:13]2[C:8](=[CH:9][CH:10]=[CH:11][CH:12]=2)[CH:7]1[OH:16])[CH3:2].[CH3:19][O:20][S:21]([C:24]1[CH:29]=[CH:28][C:27]([CH3:30])=[CH:26][CH:25]=1)(=[O:23])=[O:22].